Dataset: Reaction yield outcomes from USPTO patents with 853,638 reactions. Task: Predict the reaction yield, written as a fraction of the theoretical maximum amount of product (1.0 means a 100% yield; for example, 0.34 means a 34% yield). The product is [CH2:18]([C:4]1[N:3]([CH2:13][O:12][CH2:11][CH2:10][Si:9]([CH3:16])([CH3:15])[CH3:8])[CH:2]=[N:1][CH:5]=1)[CH2:19][CH3:20]. The yield is 0.650. The reactants are [NH:1]1[CH:5]=[CH:4][N:3]=[CH:2]1.[H-].[Na+].[CH3:8][Si:9]([CH3:16])([CH3:15])[CH2:10][CH2:11][O:12][CH2:13]Cl.O1C[CH2:20][CH2:19][CH2:18]1. No catalyst specified.